This data is from Reaction yield outcomes from USPTO patents with 853,638 reactions. The task is: Predict the reaction yield, written as a fraction of the theoretical maximum amount of product (1.0 means a 100% yield; for example, 0.34 means a 34% yield). The reactants are [CH:1]1([NH:4][C:5]2[C:10]3[C:11]([C:14]([O:16][CH3:17])=[O:15])=[N:12][NH:13][C:9]=3[CH:8]=[CH:7][N:6]=2)[CH2:3][CH2:2]1.[Br:18][C:19]1[CH:20]=[C:21](B(O)O)[CH:22]=[CH:23][CH:24]=1. No catalyst specified. The product is [Br:18][C:19]1[CH:24]=[C:23]([N:13]2[C:9]3[CH:8]=[CH:7][N:6]=[C:5]([NH:4][CH:1]4[CH2:2][CH2:3]4)[C:10]=3[C:11]([C:14]([O:16][CH3:17])=[O:15])=[N:12]2)[CH:22]=[CH:21][CH:20]=1. The yield is 0.410.